From a dataset of Forward reaction prediction with 1.9M reactions from USPTO patents (1976-2016). Predict the product of the given reaction. (1) Given the reactants C([O:8][C:9]([C@H:11]1[CH2:15][CH2:14][CH2:13][N:12]1[C:16](=[O:44])[CH2:17][CH2:18][C:19]1[CH:24]=[CH:23][CH:22]=[C:21]([CH2:25][CH2:26][C:27]([N:29]2[CH2:33][CH2:32][CH2:31][C@@H:30]2[C:34]([O:36]CC2C=CC=CC=2)=[O:35])=[O:28])[N:20]=1)=[O:10])C1C=CC=CC=1, predict the reaction product. The product is: [C:9]([C@H:11]1[CH2:15][CH2:14][CH2:13][N:12]1[C:16](=[O:44])[CH2:17][CH2:18][C:19]1[N:20]=[C:21]([CH2:25][CH2:26][C:27]([N:29]2[CH2:33][CH2:32][CH2:31][C@@H:30]2[C:34]([OH:36])=[O:35])=[O:28])[CH:22]=[CH:23][CH:24]=1)([OH:10])=[O:8]. (2) The product is: [CH3:53][N:61]([CH2:46][CH2:45][CH2:44][NH:41][CH:2]([CH2:3][C:4]([O:6][CH2:7][CH2:8][C:9]([F:21])([F:20])[C:10]([F:18])([F:19])[C:11]([F:17])([F:16])[C:12]([F:15])([F:14])[F:13])=[O:5])[C:1]([O:23][CH2:24][CH2:25][C:26]([F:37])([F:38])[C:27]([F:35])([F:36])[C:28]([F:33])([F:34])[C:29]([F:32])([F:31])[F:30])=[O:22])[CH3:59]. Given the reactants [C:1]([O:23][CH2:24][CH2:25][C:26]([F:38])([F:37])[C:27]([F:36])([F:35])[C:28]([F:34])([F:33])[C:29]([F:32])([F:31])[F:30])(=[O:22])/[CH:2]=[CH:3]\[C:4]([O:6][CH2:7][CH2:8][C:9]([F:21])([F:20])[C:10]([F:19])([F:18])[C:11]([F:17])([F:16])[C:12]([F:15])([F:14])[F:13])=[O:5].CN[N:41]([CH2:44][CH2:45][CH3:46])NC.C(=O)([O-])[O-].[K+].[K+].[C:53](OCC)(=O)C.[C:59](#[N:61])C, predict the reaction product. (3) Given the reactants [CH2:1]([Mg]Br)[CH3:2].Br[C:6]1[CH:11]=[CH:10][C:9]([N:12]2[CH:17]=[CH:16][C:15]3[O:18][C:19]([C:21]4[CH:26]=[CH:25][C:24]([Cl:27])=[CH:23][CH:22]=4)=[CH:20][C:14]=3[C:13]2=[O:28])=[CH:8][C:7]=1[O:29][CH3:30].[Cl-].[NH4+], predict the reaction product. The product is: [Cl:27][C:24]1[CH:23]=[CH:22][C:21]([C:19]2[O:18][C:15]3[CH:16]=[CH:17][N:12]([C:9]4[CH:10]=[CH:11][C:6]([CH2:1][CH3:2])=[C:7]([O:29][CH3:30])[CH:8]=4)[C:13](=[O:28])[C:14]=3[CH:20]=2)=[CH:26][CH:25]=1. (4) Given the reactants C([O:8][C:9]1[CH:28]=[CH:27][CH:26]=[CH:25][C:10]=1[CH2:11][C:12]1[CH:17]=[CH:16][C:15](/[CH:18]=[CH:19]/[C:20]([O:22][CH2:23][CH3:24])=[O:21])=[CH:14][CH:13]=1)C1C=CC=CC=1.FC(F)(F)C(O)=O.CSC, predict the reaction product. The product is: [OH:8][C:9]1[CH:28]=[CH:27][CH:26]=[CH:25][C:10]=1[CH2:11][C:12]1[CH:13]=[CH:14][C:15](/[CH:18]=[CH:19]/[C:20]([O:22][CH2:23][CH3:24])=[O:21])=[CH:16][CH:17]=1. (5) Given the reactants [O:1]1[C:5]2[CH:6]=[CH:7][CH:8]=[CH:9][C:4]=2[C:3]([CH2:10][CH2:11]O)=[CH:2]1.C(Br)(Br)(Br)[Br:14].C1(P(C2C=CC=CC=2)C2C=CC=CC=2)C=CC=CC=1, predict the reaction product. The product is: [Br:14][CH2:11][CH2:10][C:3]1[C:4]2[CH:9]=[CH:8][CH:7]=[CH:6][C:5]=2[O:1][CH:2]=1. (6) The product is: [OH:9][CH2:10][CH:11]1[O:16][CH2:15][CH2:14][N:13]([C:17]([O:19][C:20]([CH3:23])([CH3:22])[CH3:21])=[O:18])[CH2:12]1. Given the reactants C1(C([O:9][CH2:10][CH:11]2[O:16][CH2:15][CH2:14][N:13]([C:17]([O:19][C:20]([CH3:23])([CH3:22])[CH3:21])=[O:18])[CH2:12]2)=O)C=CC=CC=1.[OH-].[Na+], predict the reaction product.